This data is from Full USPTO retrosynthesis dataset with 1.9M reactions from patents (1976-2016). The task is: Predict the reactants needed to synthesize the given product. Given the product [NH2:24][C:22]1[S:23][C:19]2[CH:18]=[C:17]([C:15]3[O:16][C:12]([NH:11][S:8]([C:5]4[CH:6]=[CH:7][C:2]([CH3:1])=[CH:3][CH:4]=4)(=[O:10])=[O:9])=[N:13][N:14]=3)[CH:33]=[CH:32][C:20]=2[N:21]=1, predict the reactants needed to synthesize it. The reactants are: [CH3:1][C:2]1[CH:7]=[CH:6][C:5]([S:8]([NH:11][C:12]2[O:16][C:15]([C:17]3[CH:33]=[CH:32][C:20]4[N:21]=[C:22]([NH:24]C(=O)OC(C)(C)C)[S:23][C:19]=4[CH:18]=3)=[N:14][N:13]=2)(=[O:10])=[O:9])=[CH:4][CH:3]=1.C(O)(C(F)(F)F)=O.C(Cl)Cl.